From a dataset of Catalyst prediction with 721,799 reactions and 888 catalyst types from USPTO. Predict which catalyst facilitates the given reaction. (1) Reactant: [CH2:1]([O:3][C:4]1[N:9]=[C:8]([C:10]2[C:18]3[C:13](=[CH:14][CH:15]=[C:16]([C:19]4[S:23][C:22]([NH:24]CC5C=CC(OC)=CC=5)=[N:21][N:20]=4)[CH:17]=3)[NH:12][CH:11]=2)[CH:7]=[N:6][CH:5]=1)[CH3:2]. Product: [CH2:1]([O:3][C:4]1[N:9]=[C:8]([C:10]2[C:18]3[C:13](=[CH:14][CH:15]=[C:16]([C:19]4[S:23][C:22]([NH2:24])=[N:21][N:20]=4)[CH:17]=3)[NH:12][CH:11]=2)[CH:7]=[N:6][CH:5]=1)[CH3:2]. The catalyst class is: 67. (2) Reactant: C[O:2][C:3](=O)[C@:4]([CH2:13][CH2:14][CH2:15][CH3:16])([CH2:6][C:7]1[CH:12]=[CH:11][CH:10]=[CH:9][CH:8]=1)[NH2:5].[Li+].[BH4-]. Product: [NH2:5][C:4]([CH2:6][C:7]1[CH:8]=[CH:9][CH:10]=[CH:11][CH:12]=1)([CH2:13][CH2:14][CH2:15][CH3:16])[CH2:3][OH:2]. The catalyst class is: 1. (3) Reactant: [CH3:1][S:2](Cl)(=[O:4])=[O:3].[OH:6][C@H:7]1[CH2:11][N:10]([C:12]([O:14][C:15]([CH3:18])([CH3:17])[CH3:16])=[O:13])[C@@H:9]([C:19](=[O:34])[NH:20][C:21]2[CH:26]=[CH:25][C:24]([N:27]3[CH2:32][CH2:31][O:30][CH2:29][C:28]3=[O:33])=[CH:23][CH:22]=2)[CH2:8]1.C(O)(=O)CC(CC(O)=O)(C(O)=O)O. Product: [CH3:1][S:2]([O:6][C@H:7]1[CH2:11][N:10]([C:12]([O:14][C:15]([CH3:18])([CH3:17])[CH3:16])=[O:13])[C@@H:9]([C:19](=[O:34])[NH:20][C:21]2[CH:26]=[CH:25][C:24]([N:27]3[CH2:32][CH2:31][O:30][CH2:29][C:28]3=[O:33])=[CH:23][CH:22]=2)[CH2:8]1)(=[O:4])=[O:3]. The catalyst class is: 17. (4) Reactant: N(C(OCCOC)=O)=NC(OCCOC)=O.[CH3:17][C:18]1[CH:23]=[C:22]([N+:24]([O-:26])=[O:25])[C:21]([CH3:27])=[CH:20][C:19]=1[OH:28].[Br:29][C:30]1([Br:35])[CH2:32][CH:31]1[CH2:33]O.C1(P(C2C=CC=CC=2)C2C=CC=CC=2)C=CC=CC=1.C(=O)(O)[O-].[Na+]. Product: [Br:29][C:30]1([Br:35])[CH2:32][CH:31]1[CH2:33][O:28][C:19]1[CH:20]=[C:21]([CH3:27])[C:22]([N+:24]([O-:26])=[O:25])=[CH:23][C:18]=1[CH3:17]. The catalyst class is: 11. (5) Reactant: [C:1]1(=[O:7])[O:6][C:4](=[O:5])[CH2:3][CH2:2]1.[CH2:8](O)[CH:9]=[CH2:10].[CH:12]1[CH:17]=CC=C[CH:13]=1.[OH-:18].[Na+]. Product: [C:4]([O:5][CH2:13][CH:12]=[CH2:17])(=[O:18])[CH2:3][CH2:2][C:1]([O:6][CH2:8][CH:9]=[CH2:10])=[O:7]. The catalyst class is: 6. (6) Reactant: [CH3:1][N:2]([CH2:47][CH2:48][S:49][CH3:50])[C:3](=[O:46])[O:4][C@H:5](/[CH:7]=[CH:8]\[C:9]([NH:11][C@@H:12]1[CH2:17][C@H:16]([CH3:18])[C@H:15]([CH2:19]/[CH:20]=[C:21](\[CH3:44])/[CH:22]=[CH:23]/[C@H:24]2[O:31][C@H:30]([CH2:32][C:33]([NH2:35])=[O:34])[CH2:29][C@:26]3([O:28][CH2:27]3)[C@@H:25]2[O:36][Si](C(C)(C)C)(C)C)[O:14][C@@H:13]1[CH3:45])=[O:10])[CH3:6].[F-].C([N+](CCCC)(CCCC)CCCC)CCC. Product: [CH3:1][N:2]([CH2:47][CH2:48][S:49][CH3:50])[C:3](=[O:46])[O:4][C@H:5](/[CH:7]=[CH:8]\[C:9]([NH:11][C@@H:12]1[CH2:17][C@H:16]([CH3:18])[C@H:15]([CH2:19]/[CH:20]=[C:21](\[CH3:44])/[CH:22]=[CH:23]/[C@H:24]2[O:31][C@H:30]([CH2:32][C:33]([NH2:35])=[O:34])[CH2:29][C@:26]3([O:28][CH2:27]3)[C@@H:25]2[OH:36])[O:14][C@@H:13]1[CH3:45])=[O:10])[CH3:6]. The catalyst class is: 7. (7) Reactant: [CH3:1][O:2][C:3]1[C:4]([C:11]2[CH:12]=[N:13][C:14]([C:17]([F:20])([F:19])[F:18])=[CH:15][CH:16]=2)=[CH:5][C:6]([C:9]#[N:10])=[N:7][CH:8]=1.[ClH:21]. Product: [ClH:21].[CH3:1][O:2][C:3]1[C:4]([C:11]2[CH:12]=[N:13][C:14]([C:17]([F:20])([F:18])[F:19])=[CH:15][CH:16]=2)=[CH:5][C:6]([CH2:9][NH2:10])=[N:7][CH:8]=1. The catalyst class is: 43. (8) Reactant: [F:1][C:2]1[CH:7]=[CH:6][C:5]([F:8])=[CH:4][C:3]=1[C:9]1[CH2:10][CH2:11][NH:12][CH:13]([C:15]2[CH:20]=[CH:19][CH:18]=[C:17]([O:21][CH3:22])[CH:16]=2)[CH:14]=1.ClCCl.[C:26](OC(=O)C)(=[O:28])[CH3:27]. Product: [C:26]([N:12]1[CH:13]([C:15]2[CH:20]=[CH:19][CH:18]=[C:17]([O:21][CH3:22])[CH:16]=2)[CH:14]=[C:9]([C:3]2[CH:4]=[C:5]([F:8])[CH:6]=[CH:7][C:2]=2[F:1])[CH2:10][CH2:11]1)(=[O:28])[CH3:27]. The catalyst class is: 6. (9) Reactant: [N:1]([CH2:4][CH2:5][N:6]1[CH2:11][CH2:10][CH2:9][C@@H:8]([CH2:12][N:13]2[CH2:18][CH2:17][N:16]([C:19]([NH:21][C:22]3[CH:27]=[CH:26][C:25]([Cl:28])=[C:24]([Cl:29])[CH:23]=3)=[O:20])[CH2:15][CH2:14]2)[CH2:7]1)=[N+:2]=[N-:3].[CH:30]12CC(C=C1)C=[CH:31]2. Product: [Cl:29][C:24]1[CH:23]=[C:22]([NH:21][C:19]([N:16]2[CH2:17][CH2:18][N:13]([CH2:12][C@@H:8]3[CH2:9][CH2:10][CH2:11][N:6]([CH2:5][CH2:4][N:1]4[CH:31]=[CH:30][N:3]=[N:2]4)[CH2:7]3)[CH2:14][CH2:15]2)=[O:20])[CH:27]=[CH:26][C:25]=1[Cl:28]. The catalyst class is: 12.